Dataset: Full USPTO retrosynthesis dataset with 1.9M reactions from patents (1976-2016). Task: Predict the reactants needed to synthesize the given product. (1) Given the product [CH3:1][S:2]([N:15]([CH2:14][CH2:13][O:6][C:7]1[CH:12]=[CH:11][CH:10]=[CH:9][CH:8]=1)[CH2:16][CH2:17][O:18][S:2]([CH3:1])(=[O:4])=[O:3])(=[O:4])=[O:3], predict the reactants needed to synthesize it. The reactants are: [CH3:1][S:2](Cl)(=[O:4])=[O:3].[O:6]([CH2:13][CH2:14][NH:15][CH2:16][CH2:17][OH:18])[C:7]1[CH:12]=[CH:11][CH:10]=[CH:9][CH:8]=1.C(N(CC)CC)C. (2) Given the product [Br:1][C:2]1[CH:15]=[CH:14][C:5]([C:6]([C:8]2[CH:13]=[CH:12][CH:11]=[CH:10][CH:9]=2)=[CH:24][C:25]2[CH:30]=[C:29]([O:31][CH3:32])[C:28]([CH:33]=[C:52]([C:8]3[CH:13]=[CH:12][CH:11]=[CH:10][CH:9]=3)[C:51]3[CH:54]=[CH:15][C:2]([Br:1])=[CH:3][CH:53]=3)=[CH:27][C:26]=2[O:42][CH2:43][CH:44]([CH2:49][CH3:50])[CH2:45][CH2:46][CH2:47][CH3:48])=[CH:4][CH:3]=1, predict the reactants needed to synthesize it. The reactants are: [Br:1][C:2]1[CH:15]=[CH:14][C:5]([C:6]([C:8]2[CH:13]=[CH:12][CH:11]=[CH:10][CH:9]=2)=O)=[CH:4][CH:3]=1.C(OP([CH2:24][C:25]1[CH:30]=[C:29]([O:31][CH3:32])[C:28]([CH2:33]P(OCC)(OCC)=O)=[CH:27][C:26]=1[O:42][CH2:43][CH:44]([CH2:49][CH3:50])[CH2:45][CH2:46][CH2:47][CH3:48])(OCC)=O)C.[C:51](O[K])([CH3:54])([CH3:53])[CH3:52].S(=O)(=O)(O)O. (3) Given the product [Br:2][C:3]1[CH:8]=[CH:7][C:6]([CH:9]2[CH2:10][CH2:11][N:12]([C:15](=[O:17])[CH3:16])[CH2:13][CH2:14]2)=[CH:5][CH:4]=1, predict the reactants needed to synthesize it. The reactants are: Cl.[Br:2][C:3]1[CH:8]=[CH:7][C:6]([CH:9]2[CH2:14][CH2:13][NH:12][CH2:11][CH2:10]2)=[CH:5][CH:4]=1.[C:15](Cl)(=[O:17])[CH3:16].